This data is from Rat liver microsome stability data. The task is: Regression/Classification. Given a drug SMILES string, predict its absorption, distribution, metabolism, or excretion properties. Task type varies by dataset: regression for continuous measurements (e.g., permeability, clearance, half-life) or binary classification for categorical outcomes (e.g., BBB penetration, CYP inhibition). Dataset: rlm. (1) The drug is O=S(=O)(NCc1ccc(-c2ccc(F)cc2)cn1)c1cc2cc(Br)ccc2[nH]1. The result is 1 (stable in rat liver microsomes). (2) The drug is Cc1cc(-c2nnc(N)nc2-c2ccc(F)cc2)cc(C(F)(F)F)n1. The result is 0 (unstable in rat liver microsomes).